This data is from NCI-60 drug combinations with 297,098 pairs across 59 cell lines. The task is: Regression. Given two drug SMILES strings and cell line genomic features, predict the synergy score measuring deviation from expected non-interaction effect. (1) Drug 1: C1=CN(C=N1)CC(O)(P(=O)(O)O)P(=O)(O)O. Drug 2: C1CNP(=O)(OC1)N(CCCl)CCCl. Cell line: HOP-92. Synergy scores: CSS=3.91, Synergy_ZIP=3.92, Synergy_Bliss=-2.80, Synergy_Loewe=1.05, Synergy_HSA=-2.31. (2) Drug 1: CCCS(=O)(=O)NC1=C(C(=C(C=C1)F)C(=O)C2=CNC3=C2C=C(C=N3)C4=CC=C(C=C4)Cl)F. Drug 2: CCC1=CC2CC(C3=C(CN(C2)C1)C4=CC=CC=C4N3)(C5=C(C=C6C(=C5)C78CCN9C7C(C=CC9)(C(C(C8N6C)(C(=O)OC)O)OC(=O)C)CC)OC)C(=O)OC.C(C(C(=O)O)O)(C(=O)O)O. Cell line: SK-MEL-2. Synergy scores: CSS=65.4, Synergy_ZIP=20.4, Synergy_Bliss=19.2, Synergy_Loewe=-19.3, Synergy_HSA=16.8. (3) Drug 1: C1=CC(=C2C(=C1NCCNCCO)C(=O)C3=C(C=CC(=C3C2=O)O)O)NCCNCCO. Drug 2: CC1CCC2CC(C(=CC=CC=CC(CC(C(=O)C(C(C(=CC(C(=O)CC(OC(=O)C3CCCCN3C(=O)C(=O)C1(O2)O)C(C)CC4CCC(C(C4)OC)OCCO)C)C)O)OC)C)C)C)OC. Cell line: OVCAR-5. Synergy scores: CSS=23.6, Synergy_ZIP=-7.87, Synergy_Bliss=-1.56, Synergy_Loewe=2.39, Synergy_HSA=3.89. (4) Drug 1: CCC1(CC2CC(C3=C(CCN(C2)C1)C4=CC=CC=C4N3)(C5=C(C=C6C(=C5)C78CCN9C7C(C=CC9)(C(C(C8N6C=O)(C(=O)OC)O)OC(=O)C)CC)OC)C(=O)OC)O.OS(=O)(=O)O. Drug 2: CC1C(C(CC(O1)OC2CC(CC3=C2C(=C4C(=C3O)C(=O)C5=C(C4=O)C(=CC=C5)OC)O)(C(=O)CO)O)N)O.Cl. Cell line: SK-MEL-5. Synergy scores: CSS=41.9, Synergy_ZIP=-4.86, Synergy_Bliss=-0.323, Synergy_Loewe=0.619, Synergy_HSA=1.54.